This data is from Forward reaction prediction with 1.9M reactions from USPTO patents (1976-2016). The task is: Predict the product of the given reaction. (1) Given the reactants [Cl:1][C:2]1[C:7]([C:8]2[CH:13]=[CH:12][N:11]=[C:10]([NH2:14])[N:9]=2)=[CH:6][CH:5]=[CH:4][N:3]=1.[CH3:15][N:16]1[CH2:21][CH2:20][N:19]([C:22]2[CH:30]=[CH:29][C:25]([C:26](Cl)=[O:27])=[CH:24][CH:23]=2)[CH2:18][CH2:17]1.C(N(CC)C(C)C)(C)C, predict the reaction product. The product is: [Cl:1][C:2]1[C:7]([C:8]2[CH:13]=[CH:12][N:11]=[C:10]([NH:14][C:26](=[O:27])[C:25]3[CH:24]=[CH:23][C:22]([N:19]4[CH2:18][CH2:17][N:16]([CH3:15])[CH2:21][CH2:20]4)=[CH:30][CH:29]=3)[N:9]=2)=[CH:6][CH:5]=[CH:4][N:3]=1. (2) Given the reactants O.C1(C)C=CC(S(O)(=O)=O)=CC=1.[CH3:13][CH:14]1[CH2:23][C:22]2[NH:21][N:20]=[C:19]([C:24]3[CH:29]=[CH:28][CH:27]=[C:26]([C:30]([F:33])([F:32])[F:31])[CH:25]=3)[CH2:18][C:17]=2[C:16](=[O:34])[CH2:15]1, predict the reaction product. The product is: [CH3:13][CH:14]1[CH2:23][C:22]2[N:21]=[N:20][C:19]([C:24]3[CH:29]=[CH:28][CH:27]=[C:26]([C:30]([F:33])([F:32])[F:31])[CH:25]=3)=[CH:18][C:17]=2[C:16](=[O:34])[CH2:15]1. (3) Given the reactants [Br:1][C:2]1[CH:11]=[CH:10][C:5]2[NH:6][C:7](=[O:9])[O:8][C:4]=2[CH:3]=1.C(N(CC)CC)C.[C:19](Cl)([C:32]1[CH:37]=[CH:36][CH:35]=[CH:34][CH:33]=1)([C:26]1[CH:31]=[CH:30][CH:29]=[CH:28][CH:27]=1)[C:20]1[CH:25]=[CH:24][CH:23]=[CH:22][CH:21]=1.CCOC(C)=O, predict the reaction product. The product is: [Br:1][C:2]1[CH:11]=[CH:10][C:5]2[N:6]([C:19]([C:20]3[CH:25]=[CH:24][CH:23]=[CH:22][CH:21]=3)([C:32]3[CH:33]=[CH:34][CH:35]=[CH:36][CH:37]=3)[C:26]3[CH:27]=[CH:28][CH:29]=[CH:30][CH:31]=3)[C:7](=[O:9])[O:8][C:4]=2[CH:3]=1.